Dataset: Full USPTO retrosynthesis dataset with 1.9M reactions from patents (1976-2016). Task: Predict the reactants needed to synthesize the given product. (1) Given the product [C:26]([O:29][C:30]([N:12]([CH2:11][C:9]1[S:10][C:5]2[C:4]([N:19]3[CH2:24][CH2:23][O:22][CH2:21][CH2:20]3)=[N:3][C:2]([Cl:1])=[N:7][C:6]=2[CH:8]=1)[CH2:13][CH2:14][CH2:15][C:16]([O:18][CH2:40][CH3:41])=[O:17])=[O:31])([CH3:28])([CH3:27])[CH3:25], predict the reactants needed to synthesize it. The reactants are: [Cl:1][C:2]1[N:3]=[C:4]([N:19]2[CH2:24][CH2:23][O:22][CH2:21][CH2:20]2)[C:5]2[S:10][C:9]([CH2:11][NH:12][CH2:13][CH2:14][CH2:15][C:16]([O-:18])=[O:17])=[CH:8][C:6]=2[N:7]=1.[CH3:25][C:26]([O:29][C:30](O[C:30]([O:29][C:26]([CH3:28])([CH3:27])[CH3:25])=[O:31])=[O:31])([CH3:28])[CH3:27].[CH2:40]1COC[CH2:41]1. (2) Given the product [CH:18]1([CH2:23][C:24]2[NH:17][C:15](=[O:16])[C:3]3[CH:4]=[N:5][N:6]([C:7]4[CH:12]=[CH:11][CH:10]=[C:9]([CH3:13])[C:8]=4[CH3:14])[C:2]=3[N:1]=2)[CH2:22][CH2:21][CH2:20][CH2:19]1, predict the reactants needed to synthesize it. The reactants are: [NH2:1][C:2]1[N:6]([C:7]2[CH:12]=[CH:11][CH:10]=[C:9]([CH3:13])[C:8]=2[CH3:14])[N:5]=[CH:4][C:3]=1[C:15]([NH2:17])=[O:16].[CH:18]1([CH2:23][C:24](OC)=O)[CH2:22][CH2:21][CH2:20][CH2:19]1.[H-].[Na+].Cl.[Cl-].[Na+]. (3) Given the product [C:84]1([C:85](=[CH:86][C:87](=[C:82]([CH:83]=1)[CH3:81])[CH3:89])[CH3:1])[CH3:116], predict the reactants needed to synthesize it. The reactants are: [CH3:1]C1(C)S[C@@H]2[C@H](NC(CC3C=CC=CC=3)=O)C(=O)N2[C@H]1C([O-])=O.[K+].C[C@@H]1O[C@@H](O[C@H]2[C@H](O)[C@@H](O)[C@H](NC(N)=N)[C@@H](O)[C@@H]2NC(N)=N)[C@H](O[C@@H]2O[C@@H](CO)[C@H](O)[C@@H](O)[C@@H]2NC)[C@@]1(O)C=O.C[C@@H]1[C@@H](O)[C@@H](C)[C@H](C)OC(=O)C[C@H](O)C[C@H](O)CC[C@@H](O)[C@H](O)C[C@H](O)[CH2:89][C@@:87]2(O)O[C@H:83]([C@H:84]([C:116](O)=O)[C@@H:85](O)[CH2:86]2)[CH2:82][C@@H:81](O[C@@H]2O[C@H](C)[C@@H](O)[C@H](N)[C@@H]2O)C=CC=CC=CC=CC=CC=CC=C1.C[C@H](N)C(N[C@H](C(O)=O)CCC(N)=O)=O.C(=O)=O.